From a dataset of Forward reaction prediction with 1.9M reactions from USPTO patents (1976-2016). Predict the product of the given reaction. (1) Given the reactants [CH3:1][O:2][CH2:3][O:4][CH3:5].[C:6](Cl)(=[O:8])C.[OH:10][C:11]1[CH:16]=C(O)[CH:14]=[C:13]([OH:18])[C:12]=1[C:19](=[O:21])[CH3:20].[CH3:22]CN(C(C)C)C(C)C, predict the reaction product. The product is: [OH:18][C:13]1[CH:14]=[C:1]([O:2][CH2:3][O:4][CH3:5])[CH:16]=[C:11]([O:10][CH2:22][O:8][CH3:6])[C:12]=1[C:19](=[O:21])[CH3:20]. (2) The product is: [Cl:17][C:8]1[CH:7]=[CH:6][C:4]([NH2:5])=[C:3]([CH3:9])[C:2]=1[F:1]. Given the reactants [F:1][C:2]1[C:3]([CH3:9])=[C:4]([CH:6]=[CH:7][CH:8]=1)[NH2:5].C1C(=O)N([Cl:17])C(=O)C1.O.C(OCC)(=O)C, predict the reaction product. (3) Given the reactants C(=O)([O-])[O-].[Cs+].[Cs+].Cl[CH2:8][C:9]1[S:37][C:12]2[N:13]([CH2:29][CH:30]3[CH2:34][O:33][C:32]([CH3:36])([CH3:35])[O:31]3)[CH:14]=[C:15]([C:18]([NH:20][CH2:21][C:22]3[CH:27]=[CH:26][C:25]([Cl:28])=[CH:24][CH:23]=3)=[O:19])[C:16](=[O:17])[C:11]=2[CH:10]=1.[O:38]1[CH:42]=[CH:41][CH:40]=[C:39]1[C@H:43]([OH:47])[CH2:44][NH:45][CH3:46], predict the reaction product. The product is: [Cl:28][C:25]1[CH:24]=[CH:23][C:22]([CH2:21][NH:20][C:18]([C:15]2[C:16](=[O:17])[C:11]3[CH:10]=[C:9]([CH2:8][N:45]([CH2:44][C@H:43]([C:39]4[O:38][CH:42]=[CH:41][CH:40]=4)[OH:47])[CH3:46])[S:37][C:12]=3[N:13]([CH2:29][CH:30]3[CH2:34][O:33][C:32]([CH3:35])([CH3:36])[O:31]3)[CH:14]=2)=[O:19])=[CH:27][CH:26]=1.